Dataset: Reaction yield outcomes from USPTO patents with 853,638 reactions. Task: Predict the reaction yield, written as a fraction of the theoretical maximum amount of product (1.0 means a 100% yield; for example, 0.34 means a 34% yield). (1) The reactants are [CH2:1]([O:8][C:9]1[CH:14]=[CH:13][C:12]([CH:15]2[C:23]3[C:18](=[CH:19][CH:20]=[CH:21][CH:22]=3)[N:17]([CH:24]([C:31]3[CH:36]=[CH:35][CH:34]=[CH:33][CH:32]=3)[C:25]3[CH:30]=[CH:29][CH:28]=[CH:27][CH:26]=3)[C:16]2=[O:37])=[C:11]([OH:38])[CH:10]=1)[C:2]1[CH:7]=[CH:6][CH:5]=[CH:4][CH:3]=1.Cl[CH2:40]I.C(=O)([O-])[O-].[Cs+].[Cs+]. The catalyst is O1CCCC1. The product is [CH:24]([N:17]1[C:18]2[C:23](=[CH:22][CH:21]=[CH:20][CH:19]=2)[C:15]2([C:12]3[CH:13]=[CH:14][C:9]([O:8][CH2:1][C:2]4[CH:3]=[CH:4][CH:5]=[CH:6][CH:7]=4)=[CH:10][C:11]=3[O:38][CH2:40]2)[C:16]1=[O:37])([C:25]1[CH:26]=[CH:27][CH:28]=[CH:29][CH:30]=1)[C:31]1[CH:32]=[CH:33][CH:34]=[CH:35][CH:36]=1. The yield is 0.550. (2) The reactants are [CH3:1][C:2]1[CH:11]=[CH:10][C:9]2[CH2:8][CH2:7][CH2:6][CH:5]([NH:12][CH2:13][CH2:14][CH2:15][CH2:16][N:17]3[C:25](=[O:26])[C:24]4[C:19](=[CH:20][CH:21]=[CH:22][CH:23]=4)[C:18]3=[O:27])[C:4]=2[N:3]=1.[C:28]([O:32][C:33]([N:35]1[C:39]2[CH:40]=[CH:41][CH:42]=[CH:43][C:38]=2[N:37]=[C:36]1[CH2:44]Cl)=[O:34])([CH3:31])([CH3:30])[CH3:29].[I-].[K+].C(N(C(C)C)CC)(C)C.C(=O)(O)[O-].[Na+]. The catalyst is CC#N. The product is [C:28]([O:32][C:33]([N:35]1[C:39]2[CH:40]=[CH:41][CH:42]=[CH:43][C:38]=2[N:37]=[C:36]1[CH2:44][N:12]([CH2:13][CH2:14][CH2:15][CH2:16][N:17]1[C:25](=[O:26])[C:24]2[C:19](=[CH:20][CH:21]=[CH:22][CH:23]=2)[C:18]1=[O:27])[CH:5]1[C:4]2[N:3]=[C:2]([CH3:1])[CH:11]=[CH:10][C:9]=2[CH2:8][CH2:7][CH2:6]1)=[O:34])([CH3:31])([CH3:30])[CH3:29]. The yield is 0.660. (3) The reactants are [N:1]([C@H:4]1[CH2:9][CH2:8][C@H:7]([C:10]2[CH:11]=[C:12]([CH:18]=[CH:19][CH:20]=2)[C:13]([O:15][CH2:16][CH3:17])=[O:14])[CH2:6][CH2:5]1)=[N+]=[N-].C(O)(=O)C. The catalyst is C(O)C.[Pd]. The product is [NH2:1][C@H:4]1[CH2:9][CH2:8][C@H:7]([C:10]2[CH:11]=[C:12]([CH:18]=[CH:19][CH:20]=2)[C:13]([O:15][CH2:16][CH3:17])=[O:14])[CH2:6][CH2:5]1. The yield is 0.980.